Task: Predict the product of the given reaction.. Dataset: Forward reaction prediction with 1.9M reactions from USPTO patents (1976-2016) (1) Given the reactants [CH3:1][CH:2]([C:6]1[CH:14]=[CH:13][C:9]([C:10]([OH:12])=O)=[CH:8][CH:7]=1)[CH2:3][CH2:4][CH3:5].ON1C2C=CC=CC=2N=N1.Cl.CN(C)CCCN=C=NCC.C(N(CC)CC)C.[NH2:44][CH2:45][C:46]1[C:47]([OH:54])=[N:48][C:49]([CH3:53])=[CH:50][C:51]=1[CH3:52], predict the reaction product. The product is: [OH:54][C:47]1[C:46]([CH2:45][NH:44][C:10](=[O:12])[C:9]2[CH:8]=[CH:7][C:6]([CH:2]([CH2:3][CH2:4][CH3:5])[CH3:1])=[CH:14][CH:13]=2)=[C:51]([CH3:52])[CH:50]=[C:49]([CH3:53])[N:48]=1. (2) The product is: [CH2:33]([O:14][C:13](=[O:15])[C:12]1[CH:11]=[CH:10][C:9]([NH:8][C:6](=[O:7])[C:5]2[CH:18]=[CH:19][C:2]([Cl:1])=[C:3]([NH:20][S:21]([C:24]3[CH:25]=[C:26]([Cl:31])[CH:27]=[C:28]([Cl:30])[CH:29]=3)(=[O:22])=[O:23])[CH:4]=2)=[CH:17][CH:16]=1)[CH3:38]. Given the reactants [Cl:1][C:2]1[CH:19]=[CH:18][C:5]([C:6]([NH:8][C:9]2[CH:17]=[CH:16][C:12]([C:13]([OH:15])=[O:14])=[CH:11][CH:10]=2)=[O:7])=[CH:4][C:3]=1[NH:20][S:21]([C:24]1[CH:29]=[C:28]([Cl:30])[CH:27]=[C:26]([Cl:31])[CH:25]=1)(=[O:23])=[O:22].Cl[C:33]1C=C(S(Cl)(=O)=O)C=C(Cl)[CH:38]=1, predict the reaction product. (3) Given the reactants C([O:4][CH2:5][CH2:6][CH2:7][N:8]1[C:20]2[C:19]3[CH:18]=[CH:17][C:16]([Br:21])=[CH:15][C:14]=3[N:13]=[CH:12][C:11]=2[N:10]=[C:9]1S(C)(=O)=O)(=O)C.[OH-].[Na+], predict the reaction product. The product is: [Br:21][C:16]1[CH:15]=[C:14]2[C:19]([C:20]3[N:8]4[CH2:7][CH2:6][CH2:5][O:4][C:9]4=[N:10][C:11]=3[CH:12]=[N:13]2)=[CH:18][CH:17]=1. (4) Given the reactants Br[C:2]1[CH:6]=[CH:5][S:4][C:3]=1[C:7]1[S:8][CH:9]=[CH:10][C:11]=1[C:12]1[S:13][CH:14]=[CH:15][CH:16]=1.[Cu](C#N)[C:18]#[N:19], predict the reaction product. The product is: [C:18]([C:2]1[CH:6]=[CH:5][S:4][C:3]=1[C:7]1[S:8][CH:9]=[CH:10][C:11]=1[C:12]1[S:13][CH:14]=[CH:15][CH:16]=1)#[N:19]. (5) Given the reactants [CH3:1][C:2]([OH:6])([C:4]#[CH:5])[CH3:3].Br[C:8]1[CH:13]=[CH:12][C:11]([B:14]2[O:18][C:17]([CH3:20])([CH3:19])[C:16]([CH3:22])([CH3:21])[O:15]2)=[CH:10][CH:9]=1.C(N(CC)CC)C, predict the reaction product. The product is: [CH3:1][C:2]([OH:6])([C:4]#[C:5][C:8]1[CH:13]=[CH:12][C:11]([B:14]2[O:18][C:17]([CH3:20])([CH3:19])[C:16]([CH3:22])([CH3:21])[O:15]2)=[CH:10][CH:9]=1)[CH3:3]. (6) Given the reactants [O:1]1[C:6]2[CH:7]=[CH:8][CH:9]=[CH:10][C:5]=2[O:4][CH2:3][C@@H:2]1[CH2:11][N:12]1[CH2:17][CH2:16][CH2:15][C@H:14]([C:18]2[CH:19]=[C:20](OS(C(F)(F)F)(=O)=O)[CH:21]=[CH:22][CH:23]=2)[CH2:13]1.C(=O)([O-])[O-].[Cs+].[Cs+].C(=[NH:51])(C1C=CC=CC=1)C1C=CC=CC=1.C([O-])(=O)C.[Na+].Cl.NO, predict the reaction product. The product is: [O:1]1[C:6]2[CH:7]=[CH:8][CH:9]=[CH:10][C:5]=2[O:4][CH2:3][C@@H:2]1[CH2:11][N:12]1[CH2:17][CH2:16][CH2:15][C@H:14]([C:18]2[CH:19]=[C:20]([NH2:51])[CH:21]=[CH:22][CH:23]=2)[CH2:13]1. (7) Given the reactants [CH3:1][O:2][C:3](=[O:26])[CH2:4][C@H:5]1[C:9]2[CH:10]=[CH:11][C:12]([O:14][C@H:15]3[C:23]4[C:18](=[C:19]([OH:25])[CH:20]=[CH:21][C:22]=4[F:24])[CH2:17][CH2:16]3)=[CH:13][C:8]=2[O:7][CH2:6]1.[CH3:27][N:28]1[C:36]2[C:31](=[CH:32][C:33](B(O)O)=[CH:34][CH:35]=2)[CH:30]=[N:29]1, predict the reaction product. The product is: [CH3:1][O:2][C:3](=[O:26])[CH2:4][C@H:5]1[C:9]2[CH:10]=[CH:11][C:12]([O:14][C@H:15]3[C:23]4[C:18](=[C:19]([O:25][C:33]5[CH:32]=[C:31]6[C:36](=[CH:35][CH:34]=5)[N:28]([CH3:27])[N:29]=[CH:30]6)[CH:20]=[CH:21][C:22]=4[F:24])[CH2:17][CH2:16]3)=[CH:13][C:8]=2[O:7][CH2:6]1. (8) Given the reactants [C:1]([C:5]1[CH:29]=[CH:28][C:8]([CH2:9][N:10]2[CH2:14][CH:13]([CH2:15][CH2:16][CH2:17][C:18]3[CH:23]=[CH:22][C:21]([OH:24])=[C:20]([CH3:25])[CH:19]=3)[N:12]([CH3:26])[C:11]2=[O:27])=[CH:7][CH:6]=1)([CH3:4])([CH3:3])[CH3:2].Br[C:31]([CH3:38])([CH3:37])[C:32]([O:34][CH2:35][CH3:36])=[O:33].C(=O)([O-])[O-].[K+].[K+], predict the reaction product. The product is: [CH2:35]([O:34][C:32](=[O:33])[C:31]([O:24][C:21]1[CH:22]=[CH:23][C:18]([CH2:17][CH2:16][CH2:15][CH:13]2[CH2:14][N:10]([CH2:9][C:8]3[CH:28]=[CH:29][C:5]([C:1]([CH3:4])([CH3:2])[CH3:3])=[CH:6][CH:7]=3)[C:11](=[O:27])[N:12]2[CH3:26])=[CH:19][C:20]=1[CH3:25])([CH3:38])[CH3:37])[CH3:36].